From a dataset of Reaction yield outcomes from USPTO patents with 853,638 reactions. Predict the reaction yield, written as a fraction of the theoretical maximum amount of product (1.0 means a 100% yield; for example, 0.34 means a 34% yield). The reactants are [F:1][CH:2]([CH2:27][CH3:28])[CH2:3][N:4]1[CH2:9][CH2:8][CH:7]([CH2:10][O:11][C:12]2[CH:17]=[CH:16][C:15]([C:18]3[CH:23]=[CH:22][C:21]([C:24](O)=[O:25])=[CH:20][CH:19]=3)=[CH:14][CH:13]=2)[CH2:6][CH2:5]1.[NH:29]1[CH2:34][CH2:33][CH2:32][CH:31]([OH:35])[CH2:30]1.C1CN([P+](ON2N=NC3C=CC=CC2=3)(N2CCCC2)N2CCCC2)CC1.F[P-](F)(F)(F)(F)F.CCN(C(C)C)C(C)C. The catalyst is C(Cl)Cl.O. The product is [F:1][CH:2]([CH2:27][CH3:28])[CH2:3][N:4]1[CH2:9][CH2:8][CH:7]([CH2:10][O:11][C:12]2[CH:17]=[CH:16][C:15]([C:18]3[CH:23]=[CH:22][C:21]([C:24]([N:29]4[CH2:34][CH2:33][CH2:32][CH:31]([OH:35])[CH2:30]4)=[O:25])=[CH:20][CH:19]=3)=[CH:14][CH:13]=2)[CH2:6][CH2:5]1. The yield is 0.540.